Dataset: Full USPTO retrosynthesis dataset with 1.9M reactions from patents (1976-2016). Task: Predict the reactants needed to synthesize the given product. (1) Given the product [CH2:1]([N:8]1[CH2:13][CH2:12][N:11]([CH2:14][C:16]2[CH:21]=[C:20]([C:22]3[CH:23]=[CH:24][C:25]([O:28][CH2:29][O:30][CH3:31])=[CH:26][CH:27]=3)[N:19]=[C:18]3[N:32]([CH:36]4[CH2:41][CH2:40][CH2:39][CH2:38][O:37]4)[N:33]=[C:34]([CH3:35])[C:17]=23)[CH2:10][C@H:9]1[CH2:42][C:43]([F:45])([F:46])[F:44])[C:2]1[CH:3]=[CH:4][CH:5]=[CH:6][CH:7]=1, predict the reactants needed to synthesize it. The reactants are: [CH2:1]([N:8]1[CH2:13][CH2:12][N:11]([C:14]([C:16]2[CH:21]=[C:20]([C:22]3[CH:27]=[CH:26][C:25]([O:28][CH2:29][O:30][CH3:31])=[CH:24][CH:23]=3)[N:19]=[C:18]3[N:32]([CH:36]4[CH2:41][CH2:40][CH2:39][CH2:38][O:37]4)[N:33]=[C:34]([CH3:35])[C:17]=23)=O)[CH2:10][C@H:9]1[CH2:42][C:43]([F:46])([F:45])[F:44])[C:2]1[CH:7]=[CH:6][CH:5]=[CH:4][CH:3]=1.B.CSC. (2) The reactants are: [F:1][C:2]1[CH:7]=[CH:6][CH:5]=[CH:4][C:3]=1[N:8]1[C:16]2[C:11](=[C:12]([N:17]3[CH2:21][CH2:20][N:19]([CH2:22][C:23](O)=[O:24])[C:18]3=[O:26])[CH:13]=[CH:14][CH:15]=2)[CH:10]=[N:9]1.Cl.[C@H:28]12[CH2:34][C@H:31]([NH:32][CH2:33]1)[CH2:30][O:29]2.C(N(C(C)C)C(C)C)C.CN(C(ON1N=NC2C=CC=NC1=2)=[N+](C)C)C.F[P-](F)(F)(F)(F)F. Given the product [F:1][C:2]1[CH:7]=[CH:6][CH:5]=[CH:4][C:3]=1[N:8]1[C:16]2[C:11](=[C:12]([N:17]3[CH2:21][CH2:20][N:19]([CH2:22][C:23]([N:32]4[CH2:33][C@@H:28]5[CH2:34][C@H:31]4[CH2:30][O:29]5)=[O:24])[C:18]3=[O:26])[CH:13]=[CH:14][CH:15]=2)[CH:10]=[N:9]1, predict the reactants needed to synthesize it.